This data is from CYP2C9 inhibition data for predicting drug metabolism from PubChem BioAssay. The task is: Regression/Classification. Given a drug SMILES string, predict its absorption, distribution, metabolism, or excretion properties. Task type varies by dataset: regression for continuous measurements (e.g., permeability, clearance, half-life) or binary classification for categorical outcomes (e.g., BBB penetration, CYP inhibition). Dataset: cyp2c9_veith. (1) The drug is Cc1nc2cnc(Oc3ccccc3)nc2n(CCC#N)c1=O. The result is 0 (non-inhibitor). (2) The molecule is CNS(=O)(=O)c1ccccc1C(=N)c1ccccc1. The result is 0 (non-inhibitor). (3) The drug is Cc1cc(CNC(=O)[C@H](C)[C@@H]2C[C@@]2(C)[C@@H](NC(=O)OCc2ccccc2)c2ccccc2)nn1C. The result is 1 (inhibitor). (4) The drug is COC(=O)[C@@]1(Cc2ccc(F)cc2)[C@@H]2C(=CC(=O)[C@H]2CC(=O)C(=O)N2CCCC2)CN1C(=O)c1ccccc1. The result is 1 (inhibitor). (5) The drug is Cc1cc(Cl)ccc1Oc1ncnc2oc(-c3ccccc3)cc12. The result is 1 (inhibitor). (6) The drug is COC(=O)c1cccc(NC(=O)CCCOc2ccccc2)c1. The result is 1 (inhibitor). (7) The result is 0 (non-inhibitor). The drug is CCCN(c1nc(C)cc(OC)n1)S(=O)(=O)c1ccccc1.